This data is from Peptide-MHC class I binding affinity with 185,985 pairs from IEDB/IMGT. The task is: Regression. Given a peptide amino acid sequence and an MHC pseudo amino acid sequence, predict their binding affinity value. This is MHC class I binding data. The peptide sequence is FLMAPDLYV. The MHC is HLA-A02:01 with pseudo-sequence HLA-A02:01. The binding affinity (normalized) is 0.829.